This data is from Catalyst prediction with 721,799 reactions and 888 catalyst types from USPTO. The task is: Predict which catalyst facilitates the given reaction. (1) Reactant: [CH3:1][C:2]1[CH:10]=[C:9]2[C:5]([C:6]([CH2:11][NH2:12])=[CH:7][NH:8]2)=[CH:4][CH:3]=1.[C:13](OC(=O)C)(=[O:15])[CH3:14].N1C=CC=CC=1. Product: [CH3:1][C:2]1[CH:10]=[C:9]2[C:5]([C:6]([CH2:11][NH:12][C:13](=[O:15])[CH3:14])=[CH:7][NH:8]2)=[CH:4][CH:3]=1. The catalyst class is: 4. (2) Reactant: [Br:1][CH2:2][C:3]([NH:5][C:6]1[CH:11]=[C:10]([F:12])[CH:9]=[C:8]([F:13])[CH:7]=1)=[O:4].[N:14]12[CH2:21][CH2:20][CH:17]([CH2:18][CH2:19]1)[C@@H:16]([O:22][C:23]([C:25]1([C:32]3[CH:37]=[CH:36][CH:35]=[CH:34][CH:33]=3)[CH2:31][CH2:30][CH2:29][CH2:28][CH2:27][CH2:26]1)=[O:24])[CH2:15]2. Product: [Br-:1].[F:13][C:8]1[CH:7]=[C:6]([NH:5][C:3]([CH2:2][N+:14]23[CH2:21][CH2:20][CH:17]([CH2:18][CH2:19]2)[C@@H:16]([O:22][C:23]([C:25]2([C:32]4[CH:33]=[CH:34][CH:35]=[CH:36][CH:37]=4)[CH2:31][CH2:30][CH2:29][CH2:28][CH2:27][CH2:26]2)=[O:24])[CH2:15]3)=[O:4])[CH:11]=[C:10]([F:12])[CH:9]=1. The catalyst class is: 23. (3) Reactant: [CH:1]1([O:6][C:7]2[CH:8]=[C:9]([C:15]3[N:16]=[N:17][C:18](=[O:20])[CH:19]=3)[CH:10]=[CH:11][C:12]=2[O:13][CH3:14])[CH2:5][CH2:4][CH2:3][CH2:2]1.[H-].[Na+].Br[CH:24]1[CH2:28][CH2:27][CH2:26][CH2:25]1. The catalyst class is: 9. Product: [CH:24]1([N:17]2[C:18](=[O:20])[CH:19]=[C:15]([C:9]3[CH:10]=[CH:11][C:12]([O:13][CH3:14])=[C:7]([O:6][CH:1]4[CH2:2][CH2:3][CH2:4][CH2:5]4)[CH:8]=3)[NH:16]2)[CH2:28][CH2:27][CH2:26][CH2:25]1. (4) Reactant: [CH2:1]([C:3]1[O:7][N:6]=[C:5]([NH2:8])[CH:4]=1)[CH3:2].[C:9]([O:12][CH2:13][C:14]1[C:15]([N:29]2[CH2:40][CH2:39][N:38]3[C:31](=[CH:32][C:33]4[CH2:34][C:35]([CH3:42])([CH3:41])[CH2:36][C:37]=43)[C:30]2=[O:43])=[N:16][CH:17]=[CH:18][C:19]=1[C:20]1[CH:25]=[C:24](Br)[C:23](=[O:27])[N:22]([CH3:28])[CH:21]=1)(=[O:11])[CH3:10].CC1(C)C2C(=C(P(C3C=CC=CC=3)C3C=CC=CC=3)C=CC=2)OC2C(P(C3C=CC=CC=3)C3C=CC=CC=3)=CC=CC1=2.C([O-])([O-])=O.[Cs+].[Cs+]. Product: [C:9]([O:12][CH2:13][C:14]1[C:15]([N:29]2[CH2:40][CH2:39][N:38]3[C:31](=[CH:32][C:33]4[CH2:34][C:35]([CH3:42])([CH3:41])[CH2:36][C:37]=43)[C:30]2=[O:43])=[N:16][CH:17]=[CH:18][C:19]=1[C:20]1[CH:25]=[C:24]([NH:8][C:5]2[CH:4]=[C:3]([CH2:1][CH3:2])[O:7][N:6]=2)[C:23](=[O:27])[N:22]([CH3:28])[CH:21]=1)(=[O:11])[CH3:10]. The catalyst class is: 102. (5) Reactant: [CH3:1][O:2][C:3]([C:5]1[N:6]=[N:7][NH:8][C:9]=1[C:10]([O:12][CH3:13])=[O:11])=[O:4].[C:14](=O)([O-])[O-].[K+].[K+].CI. Product: [CH3:13][O:12][C:10]([C:9]1[C:5]([C:3]([O:2][CH3:1])=[O:4])=[N:6][N:7]([CH3:14])[N:8]=1)=[O:11].[CH3:13][O:12][C:10]([C:9]1[N:8]=[N:7][N:6]([CH3:14])[C:5]=1[C:3]([O:2][CH3:1])=[O:4])=[O:11]. The catalyst class is: 10.